Dataset: Reaction yield outcomes from USPTO patents with 853,638 reactions. Task: Predict the reaction yield, written as a fraction of the theoretical maximum amount of product (1.0 means a 100% yield; for example, 0.34 means a 34% yield). (1) The reactants are [CH2:1]([C:3]1[CH:4]=[C:5](/[CH:9]=[CH:10]/[C:11]([NH2:13])=[O:12])[CH:6]=[CH:7][CH:8]=1)[CH3:2]. The catalyst is CCO.[Ni]. The product is [CH2:1]([C:3]1[CH:4]=[C:5]([CH2:9][CH2:10][C:11]([NH2:13])=[O:12])[CH:6]=[CH:7][CH:8]=1)[CH3:2]. The yield is 0.881. (2) The reactants are C([O:8][C:9]1[CH:18]=[C:17]2[C:12]([C:13]([O:19][C:20]3[CH:25]=[CH:24][C:23]([NH:26][C:27](=[O:39])[C:28]([NH:30][CH2:31][CH2:32][C:33]4[CH:38]=[CH:37][CH:36]=[CH:35][CH:34]=4)=[O:29])=[CH:22][C:21]=3[F:40])=[CH:14][CH:15]=[N:16]2)=[CH:11][C:10]=1[O:41][CH3:42])C1C=CC=CC=1. The catalyst is CO.CN(C=O)C.ClCCl.C(OCC)(=O)C.C(O)(=O)C.[OH-].[Pd+2].[OH-]. The product is [F:40][C:21]1[CH:22]=[C:23]([NH:26][C:27](=[O:39])[C:28]([NH:30][CH2:31][CH2:32][C:33]2[CH:34]=[CH:35][CH:36]=[CH:37][CH:38]=2)=[O:29])[CH:24]=[CH:25][C:20]=1[O:19][C:13]1[C:12]2[C:17](=[CH:18][C:9]([OH:8])=[C:10]([O:41][CH3:42])[CH:11]=2)[N:16]=[CH:15][CH:14]=1. The yield is 0.950. (3) The yield is 0.940. The product is [F:1][C:2]([F:13])([F:14])[C:3]1[CH:8]=[C:7]([Br:24])[CH:6]=[C:5]([C:9]([F:10])([F:11])[F:12])[CH:4]=1. The catalyst is O. The reactants are [F:1][C:2]([F:14])([F:13])[C:3]1[CH:8]=[CH:7][CH:6]=[C:5]([C:9]([F:12])([F:11])[F:10])[CH:4]=1.C(O)(=O)C.S(=O)(=O)(O)O.[Br:24]N1C(C)(C)C(=O)N(Br)C1=O. (4) The reactants are [Cl:1][CH2:2][C:3]([C:5]1[CH:6]=[C:7]2[C:11](=[CH:12][CH:13]=1)[NH:10][C:9](=[O:14])[CH2:8]2)=O.C([SiH](CC)CC)C.O. The catalyst is FC(F)(F)C(O)=O. The product is [Cl:1][CH2:2][CH2:3][C:5]1[CH:6]=[C:7]2[C:11](=[CH:12][CH:13]=1)[NH:10][C:9](=[O:14])[CH2:8]2. The yield is 0.650. (5) The reactants are [CH:1]([O:4][C:5]1[CH:13]=[CH:12][C:11]([S:14]([CH3:17])(=[O:16])=[O:15])=[CH:10][C:6]=1[C:7]([OH:9])=O)([CH3:3])[CH3:2].Cl.Cl.[N+:20]([C:23]1[CH:28]=[CH:27][CH:26]=[CH:25][C:24]=1[C:29]1[N:30]=[C:31]([N:34]2[CH2:39][CH2:38][NH:37][CH2:36][CH2:35]2)[S:32][CH:33]=1)([O-:22])=[O:21]. No catalyst specified. The product is [CH:1]([O:4][C:5]1[CH:13]=[CH:12][C:11]([S:14]([CH3:17])(=[O:16])=[O:15])=[CH:10][C:6]=1[C:7]([N:37]1[CH2:38][CH2:39][N:34]([C:31]2[S:32][CH:33]=[C:29]([C:24]3[CH:25]=[CH:26][CH:27]=[CH:28][C:23]=3[N+:20]([O-:22])=[O:21])[N:30]=2)[CH2:35][CH2:36]1)=[O:9])([CH3:2])[CH3:3]. The yield is 0.610. (6) The reactants are [Br:1][C:2]1[CH:3]=[CH:4][C:5](F)=[C:6]([C:8](=O)[CH2:9][CH3:10])[CH:7]=1.[NH2:13][NH2:14]. No catalyst specified. The product is [Br:1][C:2]1[CH:7]=[C:6]2[C:5](=[CH:4][CH:3]=1)[NH:14][N:13]=[C:8]2[CH2:9][CH3:10]. The yield is 0.400. (7) The product is [Cl:6][C:7]1[CH:21]=[CH:20][C:10]([O:11][C:12]2[CH:19]=[CH:18][C:15]([CH:16]=[CH2:1])=[CH:14][CH:13]=2)=[CH:9][C:8]=1[O:22][C:23]([F:26])([F:25])[F:24]. The yield is 0.431. The reactants are [CH2:1]([Li])CCC.[Cl:6][C:7]1[CH:21]=[CH:20][C:10]([O:11][C:12]2[CH:19]=[CH:18][C:15]([CH:16]=O)=[CH:14][CH:13]=2)=[CH:9][C:8]=1[O:22][C:23]([F:26])([F:25])[F:24]. The catalyst is [Br-].C[P+](C1C=CC=CC=1)(C1C=CC=CC=1)C1C=CC=CC=1.C1COCC1.